From a dataset of Forward reaction prediction with 1.9M reactions from USPTO patents (1976-2016). Predict the product of the given reaction. (1) Given the reactants [Cl:1][C:2]1[CH:3]=[C:4]([C:10]2[CH:14]=[CH:13][N:12]([CH2:15][C@@H:16]([NH:18][C:19]([C:21]3[N:22]=[C:23]([CH3:26])[NH:24][CH:25]=3)=[O:20])[CH3:17])[N:11]=2)[CH:5]=[CH:6][C:7]=1[C:8]#[N:9].C(=O)([O-])[O-].[Cs+].[Cs+].I[CH2:34][CH2:35][F:36].O, predict the reaction product. The product is: [Cl:1][C:2]1[CH:3]=[C:4]([C:10]2[CH:14]=[CH:13][N:12]([CH2:15][C@@H:16]([NH:18][C:19]([C:21]3[N:22]=[C:23]([CH3:26])[N:24]([CH2:34][CH2:35][F:36])[CH:25]=3)=[O:20])[CH3:17])[N:11]=2)[CH:5]=[CH:6][C:7]=1[C:8]#[N:9]. (2) Given the reactants [N+:1]([C:4]1[CH:9]=[CH:8][C:7]([CH2:10][CH2:11][O:12][C:13]2[N:25]=[CH:24][N:23]=[C:22]3[C:14]=2[C:15]2[CH2:16][CH2:17][C:18]4[N:28]([CH2:29][CH2:30]O)[N:27]=[CH:26][C:19]=4[C:20]=2[S:21]3)=[CH:6][CH:5]=1)([O-:3])=[O:2].C(Br)(Br)(Br)[Br:33].C1(P(C2C=CC=CC=2)C2C=CC=CC=2)C=CC=CC=1, predict the reaction product. The product is: [Br:33][CH2:30][CH2:29][N:28]1[C:18]2[CH2:17][CH2:16][C:15]3[C:14]4[C:22]([S:21][C:20]=3[C:19]=2[CH:26]=[N:27]1)=[N:23][CH:24]=[N:25][C:13]=4[O:12][CH2:11][CH2:10][C:7]1[CH:8]=[CH:9][C:4]([N+:1]([O-:3])=[O:2])=[CH:5][CH:6]=1. (3) Given the reactants [Cl:1][C:2]1[C:3](=[O:25])[N:4]([CH3:24])[CH:5]=[C:6]([C:9]([N:11]2[CH2:16][CH2:15][CH:14]([C:17]3[CH:22]=[CH:21][C:20]([F:23])=[CH:19][CH:18]=3)[CH2:13][CH2:12]2)=[O:10])[C:7]=1Cl.[CH:26]1([NH2:32])[CH2:31][CH2:30][CH2:29][CH2:28][CH2:27]1, predict the reaction product. The product is: [Cl:1][C:2]1[C:3](=[O:25])[N:4]([CH3:24])[CH:5]=[C:6]([C:9]([N:11]2[CH2:16][CH2:15][CH:14]([C:17]3[CH:22]=[CH:21][C:20]([F:23])=[CH:19][CH:18]=3)[CH2:13][CH2:12]2)=[O:10])[C:7]=1[NH:32][CH:26]1[CH2:31][CH2:30][CH2:29][CH2:28][CH2:27]1.